From a dataset of Peptide-MHC class I binding affinity with 185,985 pairs from IEDB/IMGT. Regression. Given a peptide amino acid sequence and an MHC pseudo amino acid sequence, predict their binding affinity value. This is MHC class I binding data. (1) The peptide sequence is KLLKSWVSK. The MHC is HLA-A26:01 with pseudo-sequence HLA-A26:01. The binding affinity (normalized) is 0.0847. (2) The peptide sequence is MSHVKSVTK. The MHC is Patr-A0101 with pseudo-sequence Patr-A0101. The binding affinity (normalized) is 0. (3) The peptide sequence is MMMPMFNAF. The binding affinity (normalized) is 0.0847. The MHC is HLA-C05:01 with pseudo-sequence HLA-C05:01. (4) The binding affinity (normalized) is 0.0847. The MHC is HLA-B27:05 with pseudo-sequence HLA-B27:05. The peptide sequence is HTLESPVEF.